From a dataset of Forward reaction prediction with 1.9M reactions from USPTO patents (1976-2016). Predict the product of the given reaction. (1) Given the reactants [C:1]([C:4]1[CH:9]=[CH:8][C:7]([C:10]#[N:11])=[CH:6][N:5]=1)(=[O:3])[CH3:2].C[Si]([N-][Si](C)(C)C)(C)C.[Li+].[C:22](OC)(=[O:27])[C:23]([O:25][CH3:26])=[O:24].Cl, predict the reaction product. The product is: [CH3:26][O:25][C:23](=[O:24])[C:22](=[O:27])[CH2:2][C:1]([C:4]1[CH:9]=[CH:8][C:7]([C:10]#[N:11])=[CH:6][N:5]=1)=[O:3]. (2) Given the reactants [Cl:1][C:2]1[C:3]2[N:4]([C:8]([CH:13]([OH:17])[CH2:14][CH2:15][CH3:16])=[C:9]([CH2:11][CH3:12])[N:10]=2)[CH:5]=[CH:6][N:7]=1, predict the reaction product. The product is: [Cl:1][C:2]1[C:3]2[N:4]([C:8]([C:13](=[O:17])[CH2:14][CH2:15][CH3:16])=[C:9]([CH2:11][CH3:12])[N:10]=2)[CH:5]=[CH:6][N:7]=1. (3) Given the reactants [NH2:1][CH:2]([CH2:6][C:7]1[CH:12]=[CH:11][CH:10]=[C:9]([Br:13])[CH:8]=1)[C:3]([OH:5])=[O:4].C([O-])(O)=O.[Na+].O.Cl[C:21](=[O:27])[C:22]([O:24][CH2:25][CH3:26])=[O:23], predict the reaction product. The product is: [Br:13][C:9]1[CH:8]=[C:7]([CH2:6][CH:2]([NH:1][C:21](=[O:27])[C:22]([O:24][CH2:25][CH3:26])=[O:23])[C:3]([OH:5])=[O:4])[CH:12]=[CH:11][CH:10]=1. (4) Given the reactants [CH:1]1([N:4]2[C:13]3[C:8](=[CH:9][C:10]([F:17])=[C:11]([F:16])[C:12]=3[O:14][CH3:15])[C:7](=[O:18])[NH:6][C:5]2=[O:19])[CH2:3][CH2:2]1.[CH3:20]CCCCCC.O1CCCC1.C(C1C=CC=CC=1)C.C(NC(C)C)(C)C.[Li].IC, predict the reaction product. The product is: [CH:1]1([N:4]2[C:13]3[C:8](=[C:9]([CH3:20])[C:10]([F:17])=[C:11]([F:16])[C:12]=3[O:14][CH3:15])[C:7](=[O:18])[NH:6][C:5]2=[O:19])[CH2:2][CH2:3]1. (5) The product is: [Cl:26][C:27]1[CH:28]=[C:29]([N:33]2[CH2:16][CH2:15][N:13]3[C:11](=[O:12])[C:3]4[CH:4]=[N:5][N:6]([CH2:7][CH:8]([CH3:10])[CH3:9])[C:2]=4[N:1]=[C:35]3[CH2:34]2)[CH:30]=[CH:31][CH:32]=1. Given the reactants [NH2:1][C:2]1[N:6]([CH2:7][CH:8]([CH3:10])[CH3:9])[N:5]=[CH:4][C:3]=1[C:11]([NH2:13])=[O:12].N[C:15]1N(C(C)C)N=C[C:16]=1C(N)=O.[Cl:26][C:27]1[CH:28]=[C:29]([NH:33][CH2:34][CH2:35]O)[CH:30]=[CH:31][CH:32]=1.ClC1C=CC(NCCO)=CC=1, predict the reaction product.